From a dataset of Forward reaction prediction with 1.9M reactions from USPTO patents (1976-2016). Predict the product of the given reaction. Given the reactants [CH3:1][C:2]1[CH:3]=[CH:4][C:5]2[S:9][C:8]([C:10]([O:12][C:13]([CH3:16])([CH3:15])[CH3:14])=[O:11])=[CH:7][C:6]=2[CH:17]=1.[Br:18]N1C(=O)CCC1=O, predict the reaction product. The product is: [Br:18][CH2:1][C:2]1[CH:3]=[CH:4][C:5]2[S:9][C:8]([C:10]([O:12][C:13]([CH3:14])([CH3:16])[CH3:15])=[O:11])=[CH:7][C:6]=2[CH:17]=1.